Dataset: Reaction yield outcomes from USPTO patents with 853,638 reactions. Task: Predict the reaction yield, written as a fraction of the theoretical maximum amount of product (1.0 means a 100% yield; for example, 0.34 means a 34% yield). (1) The reactants are Br[C:2]1[CH:6]=[CH:5][O:4][C:3]=1[C:7]1[CH:12]=[CH:11][CH:10]=[CH:9][CH:8]=1.[B:13](OC(C)C)([O:18]C(C)C)[O:14]C(C)C.[Li]CCCC. The catalyst is C1COCC1.Cl. The product is [C:7]1([C:3]2[O:4][CH:5]=[CH:6][C:2]=2[B:13]([OH:18])[OH:14])[CH:12]=[CH:11][CH:10]=[CH:9][CH:8]=1. The yield is 0.400. (2) The reactants are [NH2:1][C:2]1[NH:6][N:5]=[C:4]([CH3:7])[C:3]=1[C:8]1[S:9][C:10]2[CH:16]=[C:15]([S:17](Cl)(=[O:19])=[O:18])[CH:14]=[CH:13][C:11]=2[N:12]=1.[CH2:21]([NH2:29])[CH2:22][C:23]1[CH:28]=[CH:27][CH:26]=[CH:25][CH:24]=1.CN1CCOCC1. The catalyst is CO. The product is [CH2:21]([NH:29][S:17]([C:15]1[CH:14]=[CH:13][C:11]2[N:12]=[C:8]([C:3]3[C:4]([CH3:7])=[N:5][NH:6][C:2]=3[NH2:1])[S:9][C:10]=2[CH:16]=1)(=[O:19])=[O:18])[CH2:22][C:23]1[CH:28]=[CH:27][CH:26]=[CH:25][CH:24]=1. The yield is 0.0700. (3) The reactants are [CH2:1]([O:3][C:4](=[O:19])[CH:5]=[C:6]([O:8][C:9]1[C:18]2[C:13](=[CH:14][CH:15]=[CH:16][CH:17]=2)[CH:12]=[CH:11][CH:10]=1)[CH3:7])[CH3:2].[Br:20]N1C(=O)CCC1=O. The catalyst is C(Cl)(Cl)(Cl)Cl.C(OOC(=O)C1C=CC=CC=1)(=O)C1C=CC=CC=1. The product is [CH2:1]([O:3][C:4](=[O:19])[CH:5]=[C:6]([O:8][C:9]1[C:18]2[C:13](=[CH:14][CH:15]=[CH:16][CH:17]=2)[CH:12]=[CH:11][CH:10]=1)[CH2:7][Br:20])[CH3:2]. The yield is 0.850. (4) The reactants are C[O:2][C:3](=[O:29])/[CH:4]=[CH:5]/[C:6]1[CH:7]=[C:8]2[C:25](=[CH:26][CH:27]=1)[O:24][C:11]1([CH2:15][CH2:14][N:13]([CH2:16][C:17]3[CH:22]=[CH:21][C:20]([F:23])=[CH:19][CH:18]=3)[CH2:12]1)[CH2:10][C:9]2=[O:28].Cl. The catalyst is CC(O)=O. The product is [F:23][C:20]1[CH:21]=[CH:22][C:17]([CH2:16][N:13]2[CH2:14][CH2:15][C:11]3([CH2:10][C:9](=[O:28])[C:8]4[C:25](=[CH:26][CH:27]=[C:6](/[CH:5]=[CH:4]/[C:3]([OH:29])=[O:2])[CH:7]=4)[O:24]3)[CH2:12]2)=[CH:18][CH:19]=1. The yield is 0.960. (5) The reactants are [Br:1][C:2]1[CH:3]=[C:4]2[C:9](=[CH:10][CH:11]=1)[N:8]=[CH:7][CH:6]=[C:5]2[OH:12].[I:13]N1C(=O)CCC1=O. The catalyst is C(OCC)(=O)C. The product is [Br:1][C:2]1[CH:3]=[C:4]2[C:9](=[CH:10][CH:11]=1)[N:8]=[CH:7][C:6]([I:13])=[C:5]2[OH:12]. The yield is 0.770.